The task is: Predict the reaction yield, written as a fraction of the theoretical maximum amount of product (1.0 means a 100% yield; for example, 0.34 means a 34% yield).. This data is from Reaction yield outcomes from USPTO patents with 853,638 reactions. (1) The reactants are C[O:2][C:3](=[O:23])[C:4]1[C:5](=[C:10]([NH:14][C:15]2[CH:20]=[CH:19][CH:18]=[C:17]([O:21][CH3:22])[CH:16]=2)[CH:11]=[CH:12][CH:13]=1)[C:6]([O:8]C)=[O:7].[OH-].[Na+]. The catalyst is C(O)C. The product is [CH3:22][O:21][C:17]1[CH:16]=[C:15]([NH:14][C:10]2[CH:11]=[CH:12][CH:13]=[C:4]([C:3]([OH:23])=[O:2])[C:5]=2[C:6]([OH:8])=[O:7])[CH:20]=[CH:19][CH:18]=1. The yield is 0.820. (2) The reactants are Cl[C:2]1[S:3][C:4]([CH3:7])=[CH:5][N:6]=1.CC1(C)C(C)(C)OB([C:16]2[CH:17]=[C:18]3[C:22](=[CH:23][CH:24]=2)[C:21](=[O:25])[CH2:20][CH2:19]3)O1.C(=O)([O-])[O-].[Na+].[Na+].C(OCC)(=O)C. The catalyst is O1CCOCC1.O.C1(P(C2C=CC=CC=2)C2C=CC=CC=2)C=CC=CC=1.C1(P(C2C=CC=CC=2)C2C=CC=CC=2)C=CC=CC=1.C1(P(C2C=CC=CC=2)C2C=CC=CC=2)C=CC=CC=1.C1(P(C2C=CC=CC=2)C2C=CC=CC=2)C=CC=CC=1.[Pd]. The product is [CH3:7][C:4]1[S:3][C:2]([C:16]2[CH:17]=[C:18]3[C:22](=[CH:23][CH:24]=2)[C:21](=[O:25])[CH2:20][CH2:19]3)=[N:6][CH:5]=1. The yield is 0.350. (3) The reactants are [N:1]12[CH2:8][CH2:7][CH:4]([CH2:5][CH2:6]1)[C@@H:3]([O:9][C:10]1[N:15]=[N:14][C:13]([C:16]3[CH:17]=[C:18]4[C:22](=[CH:23][CH:24]=3)[NH:21][CH:20]=[CH:19]4)=[CH:12][CH:11]=1)[CH2:2]2.[C:25]([O:29][C:30](O[C:30]([O:29][C:25]([CH3:28])([CH3:27])[CH3:26])=[O:31])=[O:31])([CH3:28])([CH3:27])[CH3:26].CCN(CC)CC. The catalyst is C1COCC1.CN(C)C1C=CN=CC=1. The product is [C:25]([O:29][C:30]([N:21]1[C:22]2[C:18](=[CH:17][C:16]([C:13]3[N:14]=[N:15][C:10]([O:9][C@@H:3]4[CH:4]5[CH2:7][CH2:8][N:1]([CH2:6][CH2:5]5)[CH2:2]4)=[CH:11][CH:12]=3)=[CH:24][CH:23]=2)[CH:19]=[CH:20]1)=[O:31])([CH3:28])([CH3:27])[CH3:26]. The yield is 0.970. (4) The reactants are C=O.[CH2:3]([O:10][C:11]1[CH:12]=[C:13]([CH2:19][CH:20]([NH:22][C:23](=[O:25])[CH3:24])[CH3:21])[CH:14]=[CH:15][C:16]=1[O:17][CH3:18])[C:4]1[CH:9]=[CH:8][CH:7]=[CH:6][CH:5]=1.O.[C:27](OCC)(=O)C. The catalyst is C1(C)C=CC=CC=1.CC1C=CC(S(O)(=O)=O)=CC=1. The product is [CH2:3]([O:10][C:11]1[CH:12]=[C:13]2[C:14](=[CH:15][C:16]=1[O:17][CH3:18])[CH2:27][N:22]([C:23](=[O:25])[CH3:24])[CH:20]([CH3:21])[CH2:19]2)[C:4]1[CH:9]=[CH:8][CH:7]=[CH:6][CH:5]=1. The yield is 0.940.